This data is from Reaction yield outcomes from USPTO patents with 853,638 reactions. The task is: Predict the reaction yield, written as a fraction of the theoretical maximum amount of product (1.0 means a 100% yield; for example, 0.34 means a 34% yield). The reactants are [O:1]1[CH:5]=[CH:4][CH:3]=[C:2]1[C:6]1[N:7]=[C:8]([NH:28][C:29]([C:31]2[CH:36]=[CH:35][N:34]=[CH:33][CH:32]=2)=[O:30])[S:9][C:10]=1[C:11]([C:13]1[CH:17]=[CH:16][N:15]([Si](C(C)C)(C(C)C)C(C)C)[CH:14]=1)=[O:12].Cl.C(=O)([O-])O.[Na+]. The catalyst is C(O)C. The product is [O:1]1[CH:5]=[CH:4][CH:3]=[C:2]1[C:6]1[N:7]=[C:8]([NH:28][C:29]([C:31]2[CH:32]=[CH:33][N:34]=[CH:35][CH:36]=2)=[O:30])[S:9][C:10]=1[C:11]([C:13]1[CH:17]=[CH:16][NH:15][CH:14]=1)=[O:12]. The yield is 0.820.